Dataset: Full USPTO retrosynthesis dataset with 1.9M reactions from patents (1976-2016). Task: Predict the reactants needed to synthesize the given product. (1) Given the product [Cl:1][C:2]1[CH:7]=[CH:6][C:5]([C:8]2[CH:9]=[C:10]([C:11]([F:14])([F:13])[F:12])[N:19]3[CH:20]=[N:21][C:22]([C:23]#[N:24])=[C:18]3[N:17]=2)=[CH:4][CH:3]=1, predict the reactants needed to synthesize it. The reactants are: [Cl:1][C:2]1[CH:7]=[CH:6][C:5]([C:8](=O)[CH2:9][C:10](=O)[C:11]([F:14])([F:13])[F:12])=[CH:4][CH:3]=1.[NH2:17][C:18]1[N:19]=[CH:20][NH:21][C:22]=1[C:23]#[N:24]. (2) Given the product [CH3:1][N:2]1[C:6]([N+:7]([O-:9])=[O:8])=[C:5]([C:10]([OH:12])=[O:11])[CH:4]=[N:3]1, predict the reactants needed to synthesize it. The reactants are: [CH3:1][N:2]1[C:6]([N+:7]([O-:9])=[O:8])=[C:5]([CH:10]=[O:11])[CH:4]=[N:3]1.[OH-:12].[K+].